From a dataset of Full USPTO retrosynthesis dataset with 1.9M reactions from patents (1976-2016). Predict the reactants needed to synthesize the given product. (1) Given the product [CH3:16][C:13]1[N:12]=[CH:11][C:10](/[CH:9]=[CH:36]\[C:37]2[C:46]3[C:41](=[CH:42][CH:43]=[CH:44][CH:45]=3)[C:40](=[O:47])[NH:39][N:38]=2)=[CH:15][CH:14]=1, predict the reactants needed to synthesize it. The reactants are: [Cl-].C1([P+](C2C=CC=CC=2)(C2C=CC=CC=2)[CH2:9][C:10]2[CH:11]=[N:12][C:13]([CH3:16])=[CH:14][CH:15]=2)C=CC=CC=1.N1C=CC=C(/C=[CH:36]\[C:37]2[C:46]3[C:41](=[CH:42][CH:43]=[CH:44][CH:45]=3)[C:40](=[O:47])[NH:39][N:38]=2)C=1. (2) Given the product [Br:1][C:2]1[CH:14]=[CH:13][C:5]([C:6]2[N:8]=[CH:9][NH:10][N:16]=2)=[CH:4][CH:3]=1, predict the reactants needed to synthesize it. The reactants are: [Br:1][C:2]1[CH:14]=[CH:13][C:5]([C:6](/[N:8]=[CH:9]/[N:10](C)C)=O)=[CH:4][CH:3]=1.O.[NH2:16]N.O. (3) Given the product [CH3:11][C:9]1[CH:10]=[C:5]([O:4][CH2:1][C:2]#[CH:3])[CH:6]=[C:7]([CH3:16])[C:8]=1[S:12]([O:17][CH2:18][C:19]([OH:69])([CH3:68])[C:20](=[O:67])[C@H:21]([CH2:22][CH:23]([CH3:24])[CH3:25])[NH:26][C:27](=[O:66])[C@H:28]([CH2:29][C:30]1[CH:35]=[CH:34][CH:33]=[CH:32][CH:31]=1)[NH:36][C:37](=[O:65])[C@H:38]([CH2:39][CH:40]([CH3:42])[CH3:41])[NH:43][C:44](=[O:64])[C@H:45]([CH2:46][CH2:47][C:48]1[CH:53]=[CH:52][CH:51]=[CH:50][CH:49]=1)[NH:54][C:55](=[O:63])[CH2:56][N:57]1[CH2:62][CH2:61][O:60][CH2:59][CH2:58]1)(=[O:14])=[O:13], predict the reactants needed to synthesize it. The reactants are: [CH2:1]([O:4][C:5]1[CH:10]=[C:9]([CH3:11])[C:8]([S:12](Cl)(=[O:14])=[O:13])=[C:7]([CH3:16])[CH:6]=1)[C:2]#[CH:3].[OH:17][CH2:18][C@:19]([OH:69])([CH3:68])[C:20](=[O:67])[C@@H:21]([NH:26][C:27](=[O:66])[C@@H:28]([NH:36][C:37](=[O:65])[C@@H:38]([NH:43][C:44](=[O:64])[C@@H:45]([NH:54][C:55](=[O:63])[CH2:56][N:57]1[CH2:62][CH2:61][O:60][CH2:59][CH2:58]1)[CH2:46][CH2:47][C:48]1[CH:53]=[CH:52][CH:51]=[CH:50][CH:49]=1)[CH2:39][CH:40]([CH3:42])[CH3:41])[CH2:29][C:30]1[CH:35]=[CH:34][CH:33]=[CH:32][CH:31]=1)[CH2:22][CH:23]([CH3:25])[CH3:24]. (4) Given the product [CH2:1]([O:8][C:9](=[O:13])[C@H:10]([CH3:12])[NH:11][CH2:30][CH:29]([NH2:32])[C:22]([O:24][C:25]([CH3:28])([CH3:27])[CH3:26])=[O:23])[C:2]1[CH:7]=[CH:6][CH:5]=[CH:4][CH:3]=1, predict the reactants needed to synthesize it. The reactants are: [CH2:1]([O:8][C:9](=[O:13])[C@H:10]([CH3:12])[NH2:11])[C:2]1[CH:7]=[CH:6][CH:5]=[CH:4][CH:3]=1.C(O)(=O)C.C([BH3-])#N.[Na+].[C:22]([CH:29]([NH2:32])[CH:30]=O)([O:24][C:25]([CH3:28])([CH3:27])[CH3:26])=[O:23].C(=O)([O-])[O-].[Na+].[Na+]. (5) Given the product [CH2:1]([O:8][C:9]1[CH:10]=[C:11]([CH:15]=[C:16]([O:18][CH3:19])[CH:17]=1)[C:12]([Cl:22])=[O:13])[C:2]1[CH:7]=[CH:6][CH:5]=[CH:4][CH:3]=1, predict the reactants needed to synthesize it. The reactants are: [CH2:1]([O:8][C:9]1[CH:10]=[C:11]([CH:15]=[C:16]([O:18][CH3:19])[CH:17]=1)[C:12](O)=[O:13])[C:2]1[CH:7]=[CH:6][CH:5]=[CH:4][CH:3]=1.S(Cl)([Cl:22])=O. (6) Given the product [CH2:1]([O:8][C:9]1[CH:10]=[C:11]([CH2:12][NH2:13])[CH:21]=[C:22]([CH:24]([CH3:26])[CH3:25])[CH:23]=1)[C:2]1[CH:7]=[CH:6][CH:5]=[CH:4][CH:3]=1, predict the reactants needed to synthesize it. The reactants are: [CH2:1]([O:8][C:9]1[CH:10]=[C:11]([CH:21]=[C:22]([CH:24]([CH3:26])[CH3:25])[CH:23]=1)[CH2:12][NH:13]C(=O)OC(C)(C)C)[C:2]1[CH:7]=[CH:6][CH:5]=[CH:4][CH:3]=1.Cl.